This data is from Forward reaction prediction with 1.9M reactions from USPTO patents (1976-2016). The task is: Predict the product of the given reaction. (1) Given the reactants [O:1]1[CH2:6][CH2:5][CH2:4][CH2:3][CH:2]1[O:7][NH:8][C:9]([C:11]1[CH:12]=[C:13]2[C:18](=[CH:19][CH:20]=1)[CH2:17][NH:16][CH2:15][CH2:14]2)=[O:10].[CH3:21][O:22][C:23]1[CH:24]=[C:25]2[C:29](=[CH:30][CH:31]=1)[NH:28][C:27]([C:32](O)=[O:33])=[CH:26]2.C1C=CC2N(O)N=NC=2C=1.C(Cl)CCl, predict the reaction product. The product is: [CH3:21][O:22][C:23]1[CH:24]=[C:25]2[C:29](=[CH:30][CH:31]=1)[NH:28][C:27]([C:32]([N:16]1[CH2:15][CH2:14][C:13]3[C:18](=[CH:19][CH:20]=[C:11]([C:9]([NH:8][O:7][CH:2]4[CH2:3][CH2:4][CH2:5][CH2:6][O:1]4)=[O:10])[CH:12]=3)[CH2:17]1)=[O:33])=[CH:26]2. (2) Given the reactants [O:1]=[C:2]1[N:6]([C:7]2[CH:14]=[CH:13][C:10]([C:11]#[N:12])=[CH:9][CH:8]=2)[NH:5][C:4]2[C:15]3[CH:16]=[CH:17][CH:18]=[CH:19][C:20]=3[S:21][CH2:22][C:3]1=2, predict the reaction product. The product is: [O:1]=[C:2]1[N:6]([C:7]2[CH:8]=[CH:9][C:10]([C:11]#[N:12])=[CH:13][CH:14]=2)[N:5]=[C:4]2[C:15]3[CH:16]=[CH:17][CH:18]=[CH:19][C:20]=3[S:21][CH:22]=[C:3]12.